This data is from Catalyst prediction with 721,799 reactions and 888 catalyst types from USPTO. The task is: Predict which catalyst facilitates the given reaction. (1) Reactant: Cl[C:2]1[CH:3]=[C:4]([CH:7]=[CH:8][N:9]=1)[C:5]#[N:6].[C:10]([NH2:13])(=[O:12])[CH3:11].C1(P(C2C=CC=CC=2)C2C3OC4C(=CC=CC=4P(C4C=CC=CC=4)C4C=CC=CC=4)C(C)(C)C=3C=CC=2)C=CC=CC=1.P([O-])([O-])([O-])=O.[K+].[K+].[K+]. Product: [C:5]([C:4]1[CH:7]=[CH:8][N:9]=[C:2]([NH:13][C:10](=[O:12])[CH3:11])[CH:3]=1)#[N:6]. The catalyst class is: 62. (2) Reactant: [NH2:1][C:2]1[CH:7]=[CH:6][C:5]([C:8]2[CH:13]=[CH:12][C:11]([C:14]3[S:18][C:17]([C@@:19]4([CH2:27][C:28]([O:30][CH2:31][CH2:32][Si:33]([CH3:36])([CH3:35])[CH3:34])=[O:29])[CH2:24][CH2:23][CH2:22][CH2:21][S:20]4(=[O:26])=[O:25])=[CH:16][CH:15]=3)=[CH:10][CH:9]=2)=[CH:4][CH:3]=1.[CH2:37]([N:39]=[C:40]=[O:41])[CH3:38]. Product: [CH2:37]([NH:39][C:40]([NH:1][C:2]1[CH:7]=[CH:6][C:5]([C:8]2[CH:9]=[CH:10][C:11]([C:14]3[S:18][C:17]([C@@:19]4([CH2:27][C:28]([O:30][CH2:31][CH2:32][Si:33]([CH3:35])([CH3:34])[CH3:36])=[O:29])[CH2:24][CH2:23][CH2:22][CH2:21][S:20]4(=[O:25])=[O:26])=[CH:16][CH:15]=3)=[CH:12][CH:13]=2)=[CH:4][CH:3]=1)=[O:41])[CH3:38]. The catalyst class is: 4.